Dataset: Forward reaction prediction with 1.9M reactions from USPTO patents (1976-2016). Task: Predict the product of the given reaction. (1) Given the reactants [N+:1]([CH:4]([C:6](=O)[CH2:7][CH2:8][CH2:9][CH2:10][CH2:11][C:12]1[CH:17]=[CH:16][CH:15]=[CH:14][CH:13]=1)[CH3:5])([O-])=O.Cl.[N:20]#[C:21][NH2:22], predict the reaction product. The product is: [CH3:5][C:4]1[NH:1][C:21]([NH2:22])=[N:20][C:6]=1[CH2:7][CH2:8][CH2:9][CH2:10][CH2:11][C:12]1[CH:17]=[CH:16][CH:15]=[CH:14][CH:13]=1. (2) Given the reactants [C:1]([OH:5])(=O)[CH2:2][CH3:3].[NH3:6].[N+]([C:10]1[CH:15]=[CH:14][C:13]([OH:16])=[CH:12][CH:11]=1)([O-])=O, predict the reaction product. The product is: [OH:16][C:13]1[CH:14]=[CH:15][C:10]([CH2:3][CH2:2][C:1]([NH2:6])=[O:5])=[CH:11][CH:12]=1. (3) Given the reactants [CH3:1][C:2]1[N:3]=[C:4]([C:9]2[CH:14]=[CH:13][C:12]([O:15][C:16]3[CH:21]=[CH:20][CH:19]=[CH:18][CH:17]=3)=[CH:11][CH:10]=2)[C:5]([NH2:8])=[N:6][CH:7]=1.[H-].[Na+].Cl[CH2:25][CH2:26][S:27](Cl)(=[O:29])=[O:28].O, predict the reaction product. The product is: [CH3:1][C:2]1[N:3]=[C:4]([C:9]2[CH:10]=[CH:11][C:12]([O:15][C:16]3[CH:17]=[CH:18][CH:19]=[CH:20][CH:21]=3)=[CH:13][CH:14]=2)[C:5]2[N:6]([CH:7]=1)[CH2:25][CH2:26][S:27](=[O:29])(=[O:28])[N:8]=2. (4) Given the reactants [OH:1][C:2]1[N:10]=[CH:9][CH:8]=[CH:7][C:3]=1[C:4](O)=[O:5].B.C1COCC1.CO, predict the reaction product. The product is: [OH:5][CH2:4][C:3]1[C:2]([OH:1])=[N:10][CH:9]=[CH:8][CH:7]=1.